This data is from Full USPTO retrosynthesis dataset with 1.9M reactions from patents (1976-2016). The task is: Predict the reactants needed to synthesize the given product. (1) Given the product [N:1]1([C:7]2[N:12]=[C:11]([N:13]3[CH2:18][CH2:17][O:16][CH2:15][CH2:14]3)[N:10]=[C:9]([C:19]3[CH:25]=[CH:24][C:22]([NH:23][C:29]([NH:28][CH2:26][CH3:27])=[O:30])=[CH:21][CH:20]=3)[N:8]=2)[CH2:2][CH2:3][O:4][CH2:5][CH2:6]1, predict the reactants needed to synthesize it. The reactants are: [N:1]1([C:7]2[N:12]=[C:11]([N:13]3[CH2:18][CH2:17][O:16][CH2:15][CH2:14]3)[N:10]=[C:9]([C:19]3[CH:25]=[CH:24][C:22]([NH2:23])=[CH:21][CH:20]=3)[N:8]=2)[CH2:6][CH2:5][O:4][CH2:3][CH2:2]1.[CH2:26]([N:28]=[C:29]=[O:30])[CH3:27]. (2) Given the product [NH2:1][C:2]1[C:7]([NH2:8])=[CH:6][C:5]([C:11]2[CH:12]=[CH:13][C:14]([C:17]#[N:18])=[CH:15][CH:16]=2)=[C:4]([F:19])[CH:3]=1, predict the reactants needed to synthesize it. The reactants are: [NH2:1][C:2]1[C:7]([N+:8]([O-])=O)=[CH:6][C:5]([C:11]2[CH:16]=[CH:15][C:14]([C:17]#[N:18])=[CH:13][CH:12]=2)=[C:4]([F:19])[CH:3]=1.[Cl-].[NH4+].